Dataset: Full USPTO retrosynthesis dataset with 1.9M reactions from patents (1976-2016). Task: Predict the reactants needed to synthesize the given product. Given the product [N:9]1([C:13]([C:15]2[CH:42]=[CH:41][C:18]([O:19][C:20]3[CH:21]=[C:22]([CH:26]=[C:27]([O:29][C@@H:30]([CH3:40])[CH2:31][O:32][Si:33]([C:36]([CH3:38])([CH3:39])[CH3:37])([CH3:35])[CH3:34])[CH:28]=3)[C:23]([NH:44][C:45]3[CH:50]=[N:49][C:48]([CH3:51])=[CH:47][N:46]=3)=[O:25])=[C:17]([F:43])[CH:16]=2)=[O:14])[CH2:12][CH2:11][CH2:10]1, predict the reactants needed to synthesize it. The reactants are: ClC(N(C)C)=C(C)C.[N:9]1([C:13]([C:15]2[CH:42]=[CH:41][C:18]([O:19][C:20]3[CH:21]=[C:22]([CH:26]=[C:27]([O:29][C@@H:30]([CH3:40])[CH2:31][O:32][Si:33]([C:36]([CH3:39])([CH3:38])[CH3:37])([CH3:35])[CH3:34])[CH:28]=3)[C:23]([OH:25])=O)=[C:17]([F:43])[CH:16]=2)=[O:14])[CH2:12][CH2:11][CH2:10]1.[NH2:44][C:45]1[CH:50]=[N:49][C:48]([CH3:51])=[CH:47][N:46]=1.N1C=CC=CC=1.